From a dataset of Experimentally validated miRNA-target interactions with 360,000+ pairs, plus equal number of negative samples. Binary Classification. Given a miRNA mature sequence and a target amino acid sequence, predict their likelihood of interaction. The miRNA is hsa-miR-4453 with sequence GAGCUUGGUCUGUAGCGGUU. The protein sequence of the target gene is MAAAVLTDRAQVSVTFDDVAVTFTKEEWGQLDLAQRTLYQEVMLENCGLLVSLGCPVPKAELICHLEHGQEPWTRKEDLSQDTCPGDKGKPKTTEPTTCEPALSEGISLQGQVTQGNSVDSQLGQAEDQDGLSEMQEGHFRPGIDPQEKSPGKMSPECDGLGTADGVCSRIGQEQVSPGDRVRSHNSCESGKDPMIQEEENNFKCSECGKVFNKKHLLAGHEKIHSGVKPYECTECGKTFIKSTHLLQHHMIHTGERPYECMECGKAFNRKSYLTQHQRIHSGEKPYKCNECGKAFTHRS.... Result: 1 (interaction).